From a dataset of NCI-60 drug combinations with 297,098 pairs across 59 cell lines. Regression. Given two drug SMILES strings and cell line genomic features, predict the synergy score measuring deviation from expected non-interaction effect. (1) Drug 1: CNC(=O)C1=CC=CC=C1SC2=CC3=C(C=C2)C(=NN3)C=CC4=CC=CC=N4. Drug 2: COC1=NC(=NC2=C1N=CN2C3C(C(C(O3)CO)O)O)N. Cell line: NCI-H460. Synergy scores: CSS=7.19, Synergy_ZIP=1.04, Synergy_Bliss=0.104, Synergy_Loewe=-2.96, Synergy_HSA=-0.687. (2) Drug 1: CC1=CC=C(C=C1)C2=CC(=NN2C3=CC=C(C=C3)S(=O)(=O)N)C(F)(F)F. Drug 2: CC1=C(C=C(C=C1)C(=O)NC2=CC(=CC(=C2)C(F)(F)F)N3C=C(N=C3)C)NC4=NC=CC(=N4)C5=CN=CC=C5. Cell line: SK-MEL-5. Synergy scores: CSS=4.89, Synergy_ZIP=0.854, Synergy_Bliss=4.96, Synergy_Loewe=0.757, Synergy_HSA=2.46. (3) Drug 1: C1=CC(=CC=C1CCC2=CNC3=C2C(=O)NC(=N3)N)C(=O)NC(CCC(=O)O)C(=O)O. Drug 2: CS(=O)(=O)OCCCCOS(=O)(=O)C. Cell line: HS 578T. Synergy scores: CSS=15.8, Synergy_ZIP=4.37, Synergy_Bliss=6.62, Synergy_Loewe=-3.33, Synergy_HSA=4.15. (4) Drug 1: CCCS(=O)(=O)NC1=C(C(=C(C=C1)F)C(=O)C2=CNC3=C2C=C(C=N3)C4=CC=C(C=C4)Cl)F. Drug 2: CCC1=CC2CC(C3=C(CN(C2)C1)C4=CC=CC=C4N3)(C5=C(C=C6C(=C5)C78CCN9C7C(C=CC9)(C(C(C8N6C)(C(=O)OC)O)OC(=O)C)CC)OC)C(=O)OC.C(C(C(=O)O)O)(C(=O)O)O. Cell line: OVCAR-4. Synergy scores: CSS=16.5, Synergy_ZIP=-4.85, Synergy_Bliss=-2.54, Synergy_Loewe=-25.0, Synergy_HSA=-4.52. (5) Drug 1: CN1C(=O)N2C=NC(=C2N=N1)C(=O)N. Drug 2: CC1CCC2CC(C(=CC=CC=CC(CC(C(=O)C(C(C(=CC(C(=O)CC(OC(=O)C3CCCCN3C(=O)C(=O)C1(O2)O)C(C)CC4CCC(C(C4)OC)O)C)C)O)OC)C)C)C)OC. Cell line: HCT116. Synergy scores: CSS=0.888, Synergy_ZIP=-2.63, Synergy_Bliss=-3.64, Synergy_Loewe=-3.61, Synergy_HSA=-4.41. (6) Drug 1: CC1=C2C(C(=O)C3(C(CC4C(C3C(C(C2(C)C)(CC1OC(=O)C(C(C5=CC=CC=C5)NC(=O)OC(C)(C)C)O)O)OC(=O)C6=CC=CC=C6)(CO4)OC(=O)C)OC)C)OC. Drug 2: CC1=C(C(=CC=C1)Cl)NC(=O)C2=CN=C(S2)NC3=CC(=NC(=N3)C)N4CCN(CC4)CCO. Cell line: T-47D. Synergy scores: CSS=24.2, Synergy_ZIP=-2.02, Synergy_Bliss=-2.59, Synergy_Loewe=-3.03, Synergy_HSA=-0.00752.